The task is: Regression. Given a target protein amino acid sequence and a drug SMILES string, predict the binding affinity score between them. We predict pIC50 (pIC50 = -log10(IC50 in M); higher means more potent). Dataset: bindingdb_ic50.. This data is from Drug-target binding data from BindingDB using IC50 measurements. (1) The drug is O=C(O)/C=C/c1ccc(O)c(O)c1. The target protein sequence is MACSFSRGSSCFPLAIIVSLGCLFRDFSIAKEEATKLGTVIGIDLGTTYSCVGVYKNGHVEIIANDQGNRITPSWSFTDSERLIGEAAKNLAAVNPERVIFDVKRLIGRKFEDKEVQRDMKLVPYKIVNKDGKPYIQEKIKDGETKVFSPEEISAMILTKMKETAEAFLGKKINDAVAYFNDAQRQATKDAGVIAGLNVARIINEPTAAAIAYGLDKKGGEKNILVFDLGGGTFDVSILTIDNGVFEVLATNGDTHLGGEDFDQRIMEYFIKLINKKHKKDISKDSRALSKLRREAERAKRALSSQHQVRVEIESLFDGVDFSEPLTRARFEELNNDLFRKTMGPVKKAMEDAGLQKNQIDEIVLVGGSTRIPKVQQLLKDYFDGKEPNKGVNADEAVAYGAAVQGSILSGEGGEETKDILLLDVAALTLGIETVGGVMTKLIPRNTVIPTKKSQVFTTYQDQQSTVSIQVFEGERSLTKDCRLLGKFELSGIPPAPRGT.... The pIC50 is 3.2. (2) The compound is C[C@]1(/C=C\c2cncs2)[C@H](C(=O)[O-])N2C(=O)C[C@H]2S1(=O)=O. The target protein sequence is MKNLISIIIILCLTLSIMTPYAQATNSDVTPVQAANQYGYAGLSAAYEPTSAVNVSQTGQLLYQYNIDTKWNPASMTKLMTMYLTLEAVNKGQLSLDDTVTMTNKEYIMSTLPELSNTKLYPGQVWTIADLLQITVSNSSNAAALILAKKVSKNTSDFVDLMNNKAKAIGMKNTHFVNPTGAENSRLRTFAPTKYKDQERTVTTARDYAILDLHVIKETPKILDFTKQLAPTTLAVTYYTFNFSLEGAKMSLPGTDGLKTGSSDTANYNHTITTKRGKFRINQVIMGAGDYKNLGGEKQRNMMGNALMERSFDQYKYVKILSKGEQRINGKKYYVENDLYDVLPSDFSKKDYKLVVEDGKVHADYPREFINKDYGPPTVEVHQPIIQKANTVAKSMWEEHPLFTIIGGTCLVAGLALIVHMIINRLFRKRK. The pIC50 is 4.8. (3) The compound is O=C(O)c1ccc(OC[C@@H]2CN(c3ccc([N+](=O)[O-])c(C(F)(F)F)c3)[C@@H](C(F)(F)F)O2)cc1. The target protein sequence is MEVQLGLGRVYPRPPSKTYRGAFQNLFQSVREVIQNPGPRHPEAASAAPPGASLQQQQQQQQQQQQQQETSPRQQQKQGEDGSPQAHRRGPTGYLVLDEEQQPSQPQSAPECHPERGCVPEPGAAVAAGKGLPQQLPAPPDEDDSAAPSTLSLLGPTFPGLSSCSADLKDILSEASTMQLLQQQQQEAVSEGSSNGRAREASGAPTSSKDNYLGGTSTISDSAKELCKAVSVSMGLGVEALEHLSPGEQLRGDCMYAPVLGVPPGVRPIPCAPLAECKGSLLDDSAGKSTEDTVEYSPFKGGYTKGLEGESLGCSGSAAAGSSGTLELPSTLSLYKSGALDEAAAYQSRDYYNFPLALAGPPPPPPPPHPHARIKLENPLDYGSAWAAAAAQCRYGDLASLHGAGAAGPGSGSPSAAASSSWHTLFTAEEGQLYGPCGGGGGGGGGGGGGGAGEAGAVAPYGYTRPPQGLAGQEGDFTAPDVWYPGGMVSRVPYPSPTCV.... The pIC50 is 6.4. (4) The small molecule is O=C(Nc1ccc(F)cn1)c1ccc(S(=O)(=O)Cc2ccccc2O)nc1. The target protein (P25025) has sequence MEDFNMESDSFEDFWKGEDLSNYSYSSTLPPFLLDAAPCEPESLEINKYFVVIIYALVFLLSLLGNSLVMLVILYSRVGRSVTDVYLLNLALADLLFALTLPIWAASKVNGWIFGTFLCKVVSLLKEVNFYSGILLLACISVDRYLAIVHATRTLTQKRYLVKFICLSIWGLSLLLALPVLLFRRTVYSSNVSPACYEDMGNNTANWRMLLRILPQSFGFIVPLLIMLFCYGFTLRTLFKAHMGQKHRAMRVIFAVVLIFLLCWLPYNLVLLADTLMRTQVIQETCERRNHIDRALDATEILGILHSCLNPLIYAFIGQKFRHGLLKILAIHGLISKDSLPKDSRPSFVGSSSGHTSTTL. The pIC50 is 5.0. (5) The compound is CC1(C)CC[C@]2(C(=O)OCc3ccccc3)CC[C@]3(C)C(=CC[C@@H]4[C@@]5(C)C[C@H](O)[C@H](O)C(C)(C)[C@@H]5CC[C@]43C)[C@@H]2C1. The target protein (P00489) has sequence MSRPLSDQEKRKQISVRGLAGVENVTELKKNFNRHLHFTLVKDRNVATPRDYYFALAHTVRDHLVGRWIRTQQHYYEKDPKRIYYLSLEFYMGRTLQNTMVNLALENACDEATYQLGLDMEELEEIEEDAGLGNGGLGRLAACFLDSMATLGLAAYGYGIRYEFGIFNQKICGGWQMEEADDWLRYGNPWEKARPEFTLPVHFYGRVEHTSQGAKWVDTQVVLAMPYDTPVPGYRNNVVNTMRLWSAKAPNDFNLKDFNVGGYIQAVLDRNLAENISRVLYPNDNFFEGKELRLKQEYFVVAATLQDIIRRFKSSKFGCRDPVRTNFDAFPDKVAIQLNDTHPSLAIPELMRVLVDLERLDWDKAWEVTVKTCAYTNHTVLPEALERWPVHLLETLLPRHLQIIYEINQRFLNRVAAAFPGDVDRLRRMSLVEEGAVKRINMAHLCIAGSHAVNGVARIHSEILKKTIFKDFYELEPHKFQNKTNGITPRRWLVLCNPGL.... The pIC50 is 4.7. (6) The small molecule is Nc1ccc(C(=O)OCc2nc3cc4ccccc4cc3[nH]2)cc1. The target protein (P0C0H6) has sequence MSNWDTKFLKKGYTFDDVLLIPAESHVLPNEVDLKTKLADNLTLNIPIITAAMDTVTGSKMAIAIARAGGLGVIHKNMSITEQAEEVRKVKRSENGVIIDPFFLTPEHKVSEAEELMQRYRISGVPIVETLANRKLVGIITNRDMRFISDYNAPISEHMTSEHLVTAAVGTDLETAERILHEHRIEKLPLVDNSGRLSGLITIKDIEKVIEFPHAAKDEFGRLLVAAAVGVTSDTFERAEALFEAGADAIVIDTAHGHSAGVLRKIAEIRAHFPNRTLIAGNIATAEGARALYDAGVDVVKVGIGPGSICTTRVVAGVGVPQVTAIYDAAAVAREYGKTIIADGGIKYSGDIVKALAAGGNAVMLGSMFAGTDEAPGETEIYQGRKFKTYRGMGSIAAMKKGSSDRYFQGSVNEANKLVPEGIEGRVAYKGAASDIVFQMLGGIRSGMGYVGAGDIQELHENAQFVEMSGAGLIESHPHDVQITNEAPNYSVH. The pIC50 is 6.3. (7) The compound is C#CC(c1ccc(/C=C2\CCC/C(=C\c3ccc(C(C#C)N(CC)CC)cc3C)C2=O)c(C)c1)N(CC)CC. The target protein sequence is MTGGMFGRKGQKIKGTVVLMPKNVLDFNAITSVGKGSAKDTATDFLGKGLDALGHAVDALTAFAGHSISLQLISATQTDGSGKGKVGNEAYLEKHLPTLPTLGARQEAFDINFEWDASFGIPGAFYIKNFMTDEFFLVSVKLEDIPNHGTINFVCNSWVYNFKSYKKNRIFFVNDTYLPSATPGPLVKYRQEELEVLRGDGTGKRRDFDRIYDYDIYNDLGNPDGGDPRPIIGGSSNYPYPRRVRTGREKTRKDPNSEKPGEIYVPRDENFGHLKSSDFLTYGIKSLSQNVIPLFKSIILNLRVTSSEFDSFDEVRGLFEGGIKLPTNILSQISPLPVLKEIFRTDGENTLQFPPPHVIRVSKSGWMTDDEFAREMIAGVNPNVIRRLQEFPPKSTLDPATYGDQTSTITKQQLEINLGGVTVEEAISAHRLFILDYHDAFFPYLTKINSLPIAKAYATRTILFLKDDGSLKPLAIELSKPATVSKVVLPATEGVESTIW.... The pIC50 is 4.5.